Task: Predict the reactants needed to synthesize the given product.. Dataset: Full USPTO retrosynthesis dataset with 1.9M reactions from patents (1976-2016) (1) Given the product [CH2:6]([O:5][P:4]([C:3]1([C:1]#[N:2])[CH2:24][CH2:23]1)([C:9]1[CH:10]=[CH:11][C:12]([F:15])=[CH:13][CH:14]=1)=[O:8])[CH3:7], predict the reactants needed to synthesize it. The reactants are: [C:1]([CH2:3][P:4]([C:9]1[CH:14]=[CH:13][C:12]([F:15])=[CH:11][CH:10]=1)(=[O:8])[O:5][CH2:6][CH3:7])#[N:2].C(=O)([O-])[O-].[K+].[K+].Br[CH2:23][CH2:24]Br. (2) Given the product [CH2:1]([O:3][C:4]([C@H:6]1[CH2:8][C@@H:7]1[C:9]1[CH:10]=[CH:11][C:12]([OH:15])=[CH:13][CH:14]=1)=[O:5])[CH3:2], predict the reactants needed to synthesize it. The reactants are: [CH2:1]([O:3][C:4]([C@H:6]1[CH2:8][C@@H:7]1[C:9]1[CH:14]=[CH:13][C:12]([O:15]C(C)(C)C)=[CH:11][CH:10]=1)=[O:5])[CH3:2].FC(F)(F)C(O)=O. (3) Given the product [Cl:1][C:2]1[CH:7]=[C:6]([Cl:8])[CH:5]=[CH:4][C:3]=1[CH:9]([CH3:23])[C:10]([C:16]1[CH:21]=[CH:20][N:19]=[C:18]([O:22][CH2:25][C:26]#[N:27])[CH:17]=1)([OH:15])[C:11]([F:14])([F:13])[F:12], predict the reactants needed to synthesize it. The reactants are: [Cl:1][C:2]1[CH:7]=[C:6]([Cl:8])[CH:5]=[CH:4][C:3]=1[CH:9]([CH3:23])[C:10]([C:16]1[CH:21]=[CH:20][NH:19][C:18](=[O:22])[CH:17]=1)([OH:15])[C:11]([F:14])([F:13])[F:12].Br[CH2:25][C:26]#[N:27]. (4) Given the product [CH3:48][C:47]1([CH3:49])[C:43]([CH3:42])([CH3:57])[O:44][B:45]([C:50]2[CH:56]=[CH:55][C:53]([NH:54][C:6]([C:4]3[N:3]=[CH:2][S:1][CH:5]=3)=[O:8])=[CH:52][CH:51]=2)[O:46]1, predict the reactants needed to synthesize it. The reactants are: [S:1]1[CH:5]=[C:4]([C:6]([OH:8])=O)[N:3]=[CH:2]1.CCN(C(C)C)C(C)C.CN(C(ON1N=NC2C=CC=NC1=2)=[N+](C)C)C.F[P-](F)(F)(F)(F)F.[CH3:42][C:43]1([CH3:57])[C:47]([CH3:49])([CH3:48])[O:46][B:45]([C:50]2[CH:56]=[CH:55][C:53]([NH2:54])=[CH:52][CH:51]=2)[O:44]1.